This data is from Catalyst prediction with 721,799 reactions and 888 catalyst types from USPTO. The task is: Predict which catalyst facilitates the given reaction. Reactant: [NH2:1][OH:2].[Cl:3][C:4]1[CH:5]=[C:6]2[C:10](=[CH:11][CH:12]=1)[N:9]([C:13]#[N:14])[C:8]([C:15]1[C:19]([CH3:20])=[CH:18][S:17][C:16]=1[CH3:21])=[C:7]2[C:22]1[CH:27]=[CH:26][C:25]([OH:28])=[CH:24][CH:23]=1. Product: [Cl:3][C:4]1[CH:5]=[C:6]2[C:10](=[CH:11][CH:12]=1)[N:9]([C:13](=[N:1][OH:2])[NH2:14])[C:8]([C:15]1[C:19]([CH3:20])=[CH:18][S:17][C:16]=1[CH3:21])=[C:7]2[C:22]1[CH:27]=[CH:26][C:25]([OH:28])=[CH:24][CH:23]=1. The catalyst class is: 448.